This data is from Reaction yield outcomes from USPTO patents with 853,638 reactions. The task is: Predict the reaction yield, written as a fraction of the theoretical maximum amount of product (1.0 means a 100% yield; for example, 0.34 means a 34% yield). (1) The reactants are [C:1]1([CH:7]2[N:21]3[C:22]4[C:14]([C:15]5[C:16]([O:23][CH2:24][CH2:25][NH:26][CH:27]=O)=[CH:17][CH:18]=[CH:19][C:20]=53)=[CH:13][CH:12]=[CH:11][C:10]=4[O:9][CH2:8]2)[CH:6]=[CH:5][CH:4]=[CH:3][CH:2]=1.CO. The catalyst is C1COCC1. The product is [CH3:27][NH:26][CH2:25][CH2:24][O:23][C:16]1[C:15]2[C:14]3[C:22]4=[C:10]([O:9][CH2:8][CH:7]([C:1]5[CH:6]=[CH:5][CH:4]=[CH:3][CH:2]=5)[N:21]4[C:20]=2[CH:19]=[CH:18][CH:17]=1)[CH:11]=[CH:12][CH:13]=3. The yield is 0.730. (2) The reactants are [NH2:1][C:2]1[C:3]([F:17])=[C:4]2[O:8][C:7]([CH:9]3[CH2:11][CH2:10]3)=[N:6][C:5]2=[C:12]([C:15]#[N:16])[C:13]=1[CH3:14].CO[CH:20]1[CH2:24][CH2:23][CH:22](OC)O1. The catalyst is C(O)(=O)C. The product is [CH:9]1([C:7]2[O:8][C:4]3[C:5](=[C:12]([C:15]#[N:16])[C:13]([CH3:14])=[C:2]([N:1]4[CH:20]=[CH:24][CH:23]=[CH:22]4)[C:3]=3[F:17])[N:6]=2)[CH2:10][CH2:11]1. The yield is 0.810. (3) The reactants are Cl.[O:2]=[C:3]1[CH2:11][C:10]2[C:5](=C[CH:7]=[C:8](/[CH:12]=[CH:13]/[C:14]([OH:16])=O)[CH:9]=2)[NH:4]1.O.OC1C2N=N[NH:24]C=2C=CC=1.C(N(C(C)C)CC)(C)C.[CH3:37][C:38]1[NH:39][C:40]2[C:45]([C:46]=1[CH2:47][NH:48][CH3:49])=[CH:44][CH:43]=[CH:42][CH:41]=2.C(Cl)CCl. The catalyst is CN(C=O)C. The product is [CH3:49][N:48]([CH2:47][C:46]1[C:45]2[C:40](=[CH:41][CH:42]=[CH:43][CH:44]=2)[NH:39][C:38]=1[CH3:37])[C:14](=[O:16])/[CH:13]=[CH:12]/[C:8]1[CH:9]=[C:10]2[CH2:11][C:3](=[O:2])[NH:4][C:5]2=[N:24][CH:7]=1. The yield is 0.880. (4) The reactants are [F:1][C:2]1[CH:3]=[C:4]([C:15]23[CH2:22][CH2:21][C:18]([CH2:23]I)([CH2:19][CH2:20]2)[CH2:17][O:16]3)[CH:5]=[C:6]([O:8][CH:9]2[CH2:14][CH2:13][CH2:12][CH2:11][O:10]2)[CH:7]=1.C1OCCOCCOCCOCCOCCOC1.[C-:43]#[N:44].[Na+]. The catalyst is CN(C=O)C. The product is [F:1][C:2]1[CH:3]=[C:4]([C:15]23[CH2:22][CH2:21][C:18]([CH2:23][C:43]#[N:44])([CH2:19][CH2:20]2)[CH2:17][O:16]3)[CH:5]=[C:6]([O:8][CH:9]2[CH2:14][CH2:13][CH2:12][CH2:11][O:10]2)[CH:7]=1. The yield is 0.990. (5) The catalyst is O1CCCC1. The product is [F:1][C:2]1[CH:3]=[CH:4][C:5]([C:8]2[CH:24]=[C:11]3[CH:12]=[C:13]([C:16]4[CH:23]=[CH:22][CH:21]=[CH:20][C:17]=4[CH:18]([OH:19])[C:25]#[CH:26])[CH:14]=[CH:15][N:10]3[N:9]=2)=[CH:6][CH:7]=1. The yield is 0.300. The reactants are [F:1][C:2]1[CH:7]=[CH:6][C:5]([C:8]2[CH:24]=[C:11]3[CH:12]=[C:13]([C:16]4[CH:23]=[CH:22][CH:21]=[CH:20][C:17]=4[CH:18]=[O:19])[CH:14]=[CH:15][N:10]3[N:9]=2)=[CH:4][CH:3]=1.[C:25]([Mg]Br)#[CH:26]. (6) The reactants are [OH:1][CH:2]1[O:7][CH2:6][C:5](=[O:8])[CH:4]=[CH:3]1.N1C(C)=CC=CC=1C.[Si:17](OS(C(F)(F)F)(=O)=O)([C:20]([CH3:23])([CH3:22])[CH3:21])([CH3:19])[CH3:18]. The catalyst is C(Cl)Cl. The product is [Si:17]([O:1][CH:2]1[O:7][CH2:6][C:5](=[O:8])[CH:4]=[CH:3]1)([C:20]([CH3:23])([CH3:22])[CH3:21])([CH3:19])[CH3:18]. The yield is 0.550.